This data is from Reaction yield outcomes from USPTO patents with 853,638 reactions. The task is: Predict the reaction yield, written as a fraction of the theoretical maximum amount of product (1.0 means a 100% yield; for example, 0.34 means a 34% yield). (1) The product is [OH:2][C@@H:3]([C@H:5]1[C:47](=[O:48])[N:7]2[C:8]([C:34]([OH:36])=[O:35])=[C:9]([S:12][C@@H:13]3[CH2:17][N:16]([CH3:18])[C@H:15]([C:19]([N:21]4[CH2:25][CH2:24][C@H:23]([NH:26][C:27](=[O:33])[CH2:28][NH:29][C:30]([NH2:32])=[NH:31])[CH2:22]4)=[O:20])[CH2:14]3)[C@H:10]([CH3:11])[C@H:6]12)[CH3:4]. The catalyst is O.[C].[Pd]. The yield is 0.723. The reactants are Cl.[OH:2][C@@H:3]([C@H:5]1[C:47](=[O:48])[N:7]2[C:8]([C:34]([O:36]CC3C=CC([N+]([O-])=O)=CC=3)=[O:35])=[C:9]([S:12][C@@H:13]3[CH2:17][N:16]([CH3:18])[C@H:15]([C:19]([N:21]4[CH2:25][CH2:24][C@H:23]([NH:26][C:27](=[O:33])[CH2:28][NH:29][C:30]([NH2:32])=[NH:31])[CH2:22]4)=[O:20])[CH2:14]3)[C@H:10]([CH3:11])[C@H:6]12)[CH3:4].C(=O)([O-])O.[Na+]. (2) The product is [Cl:1][C:2]1[C:11]2[C:6](=[CH:7][CH:8]=[C:9]([C:12]([NH2:13])=[O:14])[CH:10]=2)[CH:5]=[N:4][CH:3]=1. The reactants are [Cl:1][C:2]1[C:11]2[C:6](=[CH:7][CH:8]=[C:9]([C:12]#[N:13])[CH:10]=2)[CH:5]=[N:4][CH:3]=1.[OH:14]S(O)(=O)=O.C([O-])(O)=O.[Na+]. The catalyst is O. The yield is 0.620. (3) The reactants are [N:1]1[C:8]([Cl:9])=[N:7][C:5](Cl)=[N:4][C:2]=1[Cl:3].C([N:13]([CH2:17][CH3:18])C(C)C)(C)C.O1CCC[CH2:20]1. No catalyst specified. The product is [Cl:9][C:8]1[N:1]=[C:2]([Cl:3])[N:4]=[C:5]([NH:13][CH2:17][C:18]#[CH:20])[N:7]=1. The yield is 0.970.